Dataset: Catalyst prediction with 721,799 reactions and 888 catalyst types from USPTO. Task: Predict which catalyst facilitates the given reaction. (1) Product: [CH2:17]([N:14]1[CH2:15][CH:16]=[C:11]([C:4]2[C:5]3[O:9][CH2:8][CH2:7][C:6]=3[CH:10]=[C:2]([Br:1])[CH:3]=2)[CH2:12][CH2:13]1)[C:18]1[CH:23]=[CH:22][CH:21]=[CH:20][CH:19]=1. The catalyst class is: 224. Reactant: [Br:1][C:2]1[CH:3]=[C:4]([C:11]2[CH:16]=[CH:15][N:14]=[CH:13][CH:12]=2)[C:5]2[O:9][CH2:8][CH2:7][C:6]=2[CH:10]=1.[CH2:17](Br)[C:18]1[CH:23]=[CH:22][CH:21]=[CH:20][CH:19]=1.C(Cl)Cl.CO.[BH4-].[Na+]. (2) Reactant: [Br:1][C:2]1[CH:8]=[CH:7][CH:6]=[CH:5][C:3]=1[NH2:4].Br[CH2:10][CH:11]([OH:15])[CH2:12][CH2:13]Br.C(N(C(C)C)CC)(C)C. Product: [Br:1][C:2]1[CH:8]=[CH:7][CH:6]=[CH:5][C:3]=1[N:4]1[CH2:13][CH2:12][CH:11]([OH:15])[CH2:10]1. The catalyst class is: 93. (3) Reactant: [Br:1][C:2]1[CH:7]=[CH:6][C:5]([CH:8]=[C:9]2[CH2:14][CH2:13][CH2:12][CH2:11][CH2:10]2)=[CH:4][CH:3]=1.[F:15][C:16]([F:21])([F:20])[C:17]([OH:19])=[O:18]. Product: [F:15][C:16]([F:21])([F:20])[C:17]([O:19][C:9]1([CH2:8][C:5]2[CH:6]=[CH:7][C:2]([Br:1])=[CH:3][CH:4]=2)[CH2:10][CH2:11][CH2:12][CH2:13][CH2:14]1)=[O:18]. The catalyst class is: 2. (4) Reactant: [CH3:1][N:2]([CH3:33])[CH2:3][CH2:4][N:5]([CH3:32])[C:6]1[C:7]([NH2:31])=[CH:8][C:9]([NH:14][C:15]2[N:20]=[C:19]([C:21]3[C:29]4[C:24](=[CH:25][CH:26]=[CH:27][CH:28]=4)[N:23]([CH3:30])[CH:22]=3)[CH:18]=[CH:17][N:16]=2)=[C:10]([O:12][CH3:13])[CH:11]=1.Cl[CH2:35][CH2:36][C:37](Cl)=[O:38].[OH-].[Na+].CO. Product: [CH3:33][N:2]([CH3:1])[CH2:3][CH2:4][N:5]([CH3:32])[C:6]1[CH:11]=[C:10]([O:12][CH3:13])[C:9]([NH:14][C:15]2[N:20]=[C:19]([C:21]3[C:29]4[C:24](=[CH:25][CH:26]=[CH:27][CH:28]=4)[N:23]([CH3:30])[CH:22]=3)[CH:18]=[CH:17][N:16]=2)=[CH:8][C:7]=1[NH:31][C:37](=[O:38])[CH:36]=[CH2:35]. The catalyst class is: 20. (5) Reactant: [C:1]1([C:7]2[N:12]=[CH:11][C:10]([CH2:13][CH2:14][NH2:15])=[CH:9][CH:8]=2)[CH:6]=[CH:5][CH:4]=[CH:3][CH:2]=1.C1([O:22][C:23]([O:25][CH2:26][C:27]([O:29][CH2:30][CH3:31])=[O:28])=O)C=CC=CC=1. Product: [C:1]1([C:7]2[N:12]=[CH:11][C:10]([CH2:13][CH2:14][NH:15][C:23]([O:25][CH2:26][C:27]([O:29][CH2:30][CH3:31])=[O:28])=[O:22])=[CH:9][CH:8]=2)[CH:6]=[CH:5][CH:4]=[CH:3][CH:2]=1. The catalyst class is: 11. (6) Reactant: [CH3:1][C:2]([CH3:32])([CH2:6][O:7][C:8]1[CH:13]=[CH:12][C:11]([C:14]2[CH:19]=[CH:18][C:17]([C:20]3[NH:21][C:22]([C:25]([CH3:31])([CH3:30])[C:26]([F:29])([F:28])[F:27])=[CH:23][N:24]=3)=[CH:16][N:15]=2)=[CH:10][CH:9]=1)[C:3]([OH:5])=[O:4].[OH-].[Na+:34].CO. Product: [CH3:1][C:2]([CH3:32])([CH2:6][O:7][C:8]1[CH:13]=[CH:12][C:11]([C:14]2[CH:19]=[CH:18][C:17]([C:20]3[NH:21][C:22]([C:25]([CH3:31])([CH3:30])[C:26]([F:29])([F:27])[F:28])=[CH:23][N:24]=3)=[CH:16][N:15]=2)=[CH:10][CH:9]=1)[C:3]([O-:5])=[O:4].[Na+:34]. The catalyst class is: 10. (7) Reactant: [NH2:1][CH:2]1[CH2:11][C:10]2[N:9]=[CH:8][C:7]([N:12]3[C:17](=[O:18])[CH:16]=[N:15][C:14]4[N:19]=[CH:20][C:21]([O:23][CH3:24])=[CH:22][C:13]3=4)=[CH:6][C:5]=2[CH2:4][CH2:3]1.C(N(CC)CC)C.[O:32]=[C:33]1[CH2:38][O:37][C:36]2[CH:39]=[CH:40][C:41]([CH:43]=O)=[N:42][C:35]=2[NH:34]1.C(O[BH-](OC(=O)C)OC(=O)C)(=O)C.[Na+].C(=O)(O)[O-].[Na+]. Product: [CH3:24][O:23][C:21]1[CH:20]=[N:19][C:14]2[N:15]=[CH:16][C:17](=[O:18])[N:12]([C:7]3[CH:8]=[N:9][C:10]4[CH2:11][CH:2]([NH:1][CH2:43][C:41]5[CH:40]=[CH:39][C:36]6[O:37][CH2:38][C:33](=[O:32])[NH:34][C:35]=6[N:42]=5)[CH2:3][CH2:4][C:5]=4[CH:6]=3)[C:13]=2[CH:22]=1. The catalyst class is: 61.